The task is: Predict the product of the given reaction.. This data is from Forward reaction prediction with 1.9M reactions from USPTO patents (1976-2016). (1) Given the reactants [C:1]([C:5]1[CH:22]=[CH:21][CH:20]=[CH:19][C:6]=1[O:7][C:8]1[C:13]([N+:14]([O-])=O)=[CH:12][CH:11]=[C:10]([O:17][CH3:18])[N:9]=1)([CH3:4])([CH3:3])[CH3:2].C(OCC)(=O)C.[H][H], predict the reaction product. The product is: [C:1]([C:5]1[CH:22]=[CH:21][CH:20]=[CH:19][C:6]=1[O:7][C:8]1[C:13]([NH2:14])=[CH:12][CH:11]=[C:10]([O:17][CH3:18])[N:9]=1)([CH3:4])([CH3:2])[CH3:3]. (2) Given the reactants [OH:1][CH:2]([C:19]1[CH:24]=[CH:23][CH:22]=[CH:21][N:20]=1)[CH2:3][N:4]1[C:8]([C:9]2[CH:14]=[CH:13][CH:12]=[CH:11][CH:10]=2)=[C:7]([C:15]([O:17]C)=[O:16])[N:6]=[CH:5]1.[OH-].[Na+], predict the reaction product. The product is: [OH:1][CH:2]([C:19]1[CH:24]=[CH:23][CH:22]=[CH:21][N:20]=1)[CH2:3][N:4]1[C:8]([C:9]2[CH:10]=[CH:11][CH:12]=[CH:13][CH:14]=2)=[C:7]([C:15]([OH:17])=[O:16])[N:6]=[CH:5]1.